Dataset: Catalyst prediction with 721,799 reactions and 888 catalyst types from USPTO. Task: Predict which catalyst facilitates the given reaction. (1) Reactant: [Br:1][C:2]1[CH:7]=[CH:6][C:5]([C@@H:8]([N:10]([CH2:15][CH2:16][C:17]([C:19]2[CH:24]=[CH:23][C:22]([F:25])=[CH:21][CH:20]=2)=O)[C:11](=[O:14])[O:12][CH3:13])[CH3:9])=[CH:4][CH:3]=1.[CH3:26][C:27]([S@@:30]([NH2:32])=[O:31])([CH3:29])[CH3:28]. Product: [Br:1][C:2]1[CH:7]=[CH:6][C:5]([C@@H:8]([N:10]([CH2:15][CH2:16]/[C:17](=[N:32]/[S@:30]([C:27]([CH3:29])([CH3:28])[CH3:26])=[O:31])/[C:19]2[CH:24]=[CH:23][C:22]([F:25])=[CH:21][CH:20]=2)[C:11](=[O:14])[O:12][CH3:13])[CH3:9])=[CH:4][CH:3]=1. The catalyst class is: 220. (2) Reactant: Cl.[NH2:2][C@@H:3]1[CH2:5][C@H:4]1[C:6]1[CH:11]=[CH:10][C:9]([NH:12][C:13](=[O:27])[C:14]2[CH:19]=[CH:18][CH:17]=[C:16]([N:20]3[CH2:25][CH2:24][CH2:23][CH2:22][C:21]3=[O:26])[CH:15]=2)=[CH:8][CH:7]=1.[CH:28](=O)[C:29]1[CH:34]=[CH:33][CH:32]=[CH:31][CH:30]=1.C(=O)([O-])O.[Na+].[BH4-].[Na+]. Product: [CH2:28]([NH:2][C@@H:3]1[CH2:5][C@H:4]1[C:6]1[CH:11]=[CH:10][C:9]([NH:12][C:13](=[O:27])[C:14]2[CH:19]=[CH:18][CH:17]=[C:16]([N:20]3[CH2:25][CH2:24][CH2:23][CH2:22][C:21]3=[O:26])[CH:15]=2)=[CH:8][CH:7]=1)[C:29]1[CH:34]=[CH:33][CH:32]=[CH:31][CH:30]=1. The catalyst class is: 24. (3) Reactant: COC1C=C(OC)C=CC=1C[N:6]1[C:15]2[CH:14]=[C:13](B3OC(C)(C)C(C)(C)O3)[CH:12]=[CH:11][C:10]=2[C:9]2[N:25]([CH:28]3[CH2:32][CH2:31][O:30][CH2:29]3)[N:26]=[CH:27][C:8]=2[C:7]1=[O:33].Br[C:41]1[C:46]([CH3:47])=[CH:45][N:44]=[C:43]([O:48][CH3:49])[C:42]=1[CH3:50].C(=O)([O-])[O-].[Cs+].[Cs+].O1CCOCC1. Product: [CH3:49][O:48][C:43]1[C:42]([CH3:50])=[C:41]([C:13]2[CH:12]=[CH:11][C:10]3[C:9]4[N:25]([CH:28]5[CH2:32][CH2:31][O:30][CH2:29]5)[N:26]=[CH:27][C:8]=4[C:7](=[O:33])[NH:6][C:15]=3[CH:14]=2)[C:46]([CH3:47])=[CH:45][N:44]=1. The catalyst class is: 103. (4) Reactant: [O:1]=[S:2]1(=[O:27])[C:8]2[CH:9]=[CH:10][C:11](F)=[CH:12][C:7]=2[CH:6]([C:14]2[CH:19]=[CH:18][CH:17]=[CH:16][CH:15]=2)[CH:5]([OH:20])[C:4]([CH2:23][CH2:24][CH2:25][CH3:26])([CH2:21][CH3:22])[CH2:3]1.C(=O)([O-])[O-].[Cs+].[Cs+].[C:34]([O:38]CC)(=[O:37])[CH2:35][SH:36].O. Product: [O:1]=[S:2]1(=[O:27])[C:8]2[CH:9]=[CH:10][C:11]([S:36][CH2:35][C:34]([OH:38])=[O:37])=[CH:12][C:7]=2[CH:6]([C:14]2[CH:19]=[CH:18][CH:17]=[CH:16][CH:15]=2)[CH:5]([OH:20])[C:4]([CH2:23][CH2:24][CH2:25][CH3:26])([CH2:21][CH3:22])[CH2:3]1. The catalyst class is: 3. (5) Reactant: C([Li])(CC)C.[F:6][C:7]1([F:17])[O:11][C:10]2[CH:12]=[CH:13][C:14]([F:16])=[CH:15][C:9]=2[O:8]1.[I:18]I. Product: [F:17][C:7]1([F:6])[O:11][C:10]2[CH:12]=[CH:13][C:14]([F:16])=[C:15]([I:18])[C:9]=2[O:8]1. The catalyst class is: 7.